From a dataset of Retrosynthesis with 50K atom-mapped reactions and 10 reaction types from USPTO. Predict the reactants needed to synthesize the given product. (1) Given the product CC(C)CC(=O)NCCNc1nc(C(=O)c2cccs2)c2sccc2n1, predict the reactants needed to synthesize it. The reactants are: CC(C)CC(=O)Cl.NCCNc1nc(C(=O)c2cccs2)c2sccc2n1. (2) Given the product O=C(O)c1csc(NC(=O)c2ccccc2-c2ccccc2)n1, predict the reactants needed to synthesize it. The reactants are: CCOC(=O)c1csc(NC(=O)c2ccccc2-c2ccccc2)n1. (3) Given the product COC(=O)c1cc2ccccc2n1CCc1ccccc1, predict the reactants needed to synthesize it. The reactants are: BrCCc1ccccc1.COC(=O)c1cc2ccccc2[nH]1. (4) The reactants are: CC(C)(C)[Si](C)(C)OCc1ccc(NC(=O)c2cc(-c3ccccc3)no2)cc1. Given the product O=C(Nc1ccc(CO)cc1)c1cc(-c2ccccc2)no1, predict the reactants needed to synthesize it. (5) Given the product COc1ccc2nccc(N3CCN(CCNCc4ccc5c(n4)NC(=O)CO5)CC3)c2c1, predict the reactants needed to synthesize it. The reactants are: COc1ccc2nccc(N3CCN(CCN)CC3)c2c1.O=Cc1ccc2c(n1)NC(=O)CO2. (6) Given the product CN(C(=O)N(C)[C@@H]1CN(C(=O)C2CCOCC2)C[C@H]1c1ccc(Cl)c(Cl)c1)c1cc(C(F)(F)F)cc(C(F)(F)F)c1, predict the reactants needed to synthesize it. The reactants are: CN(C(=O)N(C)[C@@H]1CNC[C@H]1c1ccc(Cl)c(Cl)c1)c1cc(C(F)(F)F)cc(C(F)(F)F)c1.O=C(O)C1CCOCC1. (7) The reactants are: CCOC(=O)c1csc(N)n1.O=C=NCc1ccccc1. Given the product CCOC(=O)c1csc(NC(=O)NCc2ccccc2)n1, predict the reactants needed to synthesize it.